The task is: Predict the reactants needed to synthesize the given product.. This data is from Full USPTO retrosynthesis dataset with 1.9M reactions from patents (1976-2016). Given the product [Cl:13][C:14]1[CH:19]=[CH:18][C:17]([NH:20][C:21](=[O:28])[CH2:22][O:23][CH2:24][C:25]([NH:9][C:8]2[CH:10]=[CH:11][CH:12]=[C:6]([C:3]3[CH:4]=[CH:5][O:1][CH:2]=3)[CH:7]=2)=[O:26])=[C:16]([CH:15]=1)[C:29]([OH:31])=[O:30], predict the reactants needed to synthesize it. The reactants are: [O:1]1[CH:5]=[CH:4][C:3]([C:6]2[CH:7]=[C:8]([CH:10]=[CH:11][CH:12]=2)[NH2:9])=[CH:2]1.[Cl:13][C:14]1[CH:19]=[CH:18][C:17]([NH:20][C:21](=[O:28])[CH2:22][O:23][CH2:24][C:25](O)=[O:26])=[C:16]([C:29]([O:31]C)=[O:30])[CH:15]=1.